From a dataset of Forward reaction prediction with 1.9M reactions from USPTO patents (1976-2016). Predict the product of the given reaction. (1) Given the reactants C(O[C:9]1[N:14]2[C:15](I)=[CH:16][N:17]=[C:13]2[CH:12]=[C:11]([C:19]2[CH:24]=[CH:23][CH:22]=[CH:21][CH:20]=2)[CH:10]=1)C1C=CC=CC=1.C(N(CC)CC)C.[C:32]([C:34]1[CH:35]=[N:36][CH:37]=[CH:38][CH:39]=1)#[CH:33].CN([CH:43]=[O:44])C, predict the reaction product. The product is: [CH3:43][O:44][C:16]1[N:17]=[C:13]2[CH:12]=[C:11]([C:19]3[CH:20]=[CH:21][CH:22]=[CH:23][CH:24]=3)[CH:10]=[CH:9][N:14]2[C:15]=1[C:33]#[C:32][C:34]1[CH:35]=[N:36][CH:37]=[CH:38][CH:39]=1. (2) Given the reactants [O:1]=[C:2]1[N:8]([CH:9]2[CH2:14][CH2:13][N:12]([C:15]([O:17][C@H:18]([CH2:38][C:39]3[CH:44]=[C:43]([CH3:45])[C:42]([OH:46])=[C:41]([CH3:47])[CH:40]=3)[C:19]([N:21]3[CH2:26][CH2:25][CH:24]([CH:27]4[CH2:32][CH2:31][N:30]([CH2:33][CH2:34][C:35]([OH:37])=[O:36])[CH2:29][CH2:28]4)[CH2:23][CH2:22]3)=[O:20])=[O:16])[CH2:11][CH2:10]2)[CH2:7][CH2:6][C:5]2[CH:48]=[CH:49][CH:50]=[CH:51][C:4]=2[NH:3]1.O[CH2:53][C:54]([N:56]([CH3:58])[CH3:57])=[O:55], predict the reaction product. The product is: [O:1]=[C:2]1[N:8]([CH:9]2[CH2:10][CH2:11][N:12]([C:15]([O:17][C@H:18]([CH2:38][C:39]3[CH:44]=[C:43]([CH3:45])[C:42]([OH:46])=[C:41]([CH3:47])[CH:40]=3)[C:19]([N:21]3[CH2:22][CH2:23][CH:24]([CH:27]4[CH2:32][CH2:31][N:30]([CH2:33][CH2:34][C:35]([O:37][CH2:53][C:54](=[O:55])[N:56]([CH3:58])[CH3:57])=[O:36])[CH2:29][CH2:28]4)[CH2:25][CH2:26]3)=[O:20])=[O:16])[CH2:13][CH2:14]2)[CH2:7][CH2:6][C:5]2[CH:48]=[CH:49][CH:50]=[CH:51][C:4]=2[NH:3]1. (3) Given the reactants [CH2:1]([O:8]C(N1C(C(O)=O)CS[C@@H]1C1CCCN(C(=O)C)C1)=O)[C:2]1C=CC=CC=1.[CH2:28]([O:35][C:36]([N:38]1[CH:42]([C:43](=[O:62])[NH:44][C:45]2[S:46][CH:47]=[C:48]([C:50]3[CH:55]=[CH:54][C:53]([C:56](=[O:61])[NH:57][CH:58]4[CH2:60][CH2:59]4)=[CH:52][CH:51]=3)[N:49]=2)[CH2:41][S:40][CH:39]1[C:63]1[CH:68]=CC=[C:65]([CH2:69][N:70]2CCOCC2)[CH:64]=1)=[O:37])[C:29]1[CH:34]=[CH:33][CH:32]=[CH:31][CH:30]=1, predict the reaction product. The product is: [CH2:28]([O:35][C:36]([N:38]1[CH:42]([C:43](=[O:62])[NH:44][C:45]2[S:46][CH:47]=[C:48]([C:50]3[CH:51]=[CH:52][C:53]([C:56](=[O:61])[NH:57][CH:58]4[CH2:59][CH2:60]4)=[CH:54][CH:55]=3)[N:49]=2)[CH2:41][S:40][CH:39]1[CH:63]1[CH2:64][CH2:65][CH2:69][N:70]([C:1](=[O:8])[CH3:2])[CH2:68]1)=[O:37])[C:29]1[CH:34]=[CH:33][CH:32]=[CH:31][CH:30]=1. (4) Given the reactants [C:1]([C:4]1[CH:9]=[CH:8][CH:7]=[CH:6][N:5]=1)(=[O:3])[CH3:2].[C:10](OC)(=[O:15])[C:11]([O:13][CH3:14])=[O:12].C[O-].[Na+].O, predict the reaction product. The product is: [N:5]1[CH:6]=[CH:7][CH:8]=[CH:9][C:4]=1[C:1](=[O:3])[CH2:2][C:10](=[O:15])[C:11]([O:13][CH3:14])=[O:12].